Dataset: Full USPTO retrosynthesis dataset with 1.9M reactions from patents (1976-2016). Task: Predict the reactants needed to synthesize the given product. (1) Given the product [OH:1][C:2]1[CH:3]=[CH:4][C:5](/[CH:6]=[CH:7]/[C:8]([O:10][C:14]2[CH:16]=[CH:17][C:18](/[CH:19]=[CH:20]/[CH3:21])=[CH:22][C:13]=2[O:23][CH3:24])=[O:9])=[CH:11][CH:12]=1, predict the reactants needed to synthesize it. The reactants are: [OH:1][C:2]1[CH:12]=[CH:11][C:5]([CH:6]=[CH:7][C:8]([OH:10])=[O:9])=[CH:4][CH:3]=1.[C:13]1([O:23][CH3:24])[C:14](=[CH:16][CH:17]=[C:18]([CH:22]=1)[CH:19]=[CH:20][CH3:21])O. (2) Given the product [Br:18][C:15]1[CH:16]=[CH:17][C:12]([N:8]2[C:9]([CH3:11])=[CH:10][C:6]([C:4]3[O:3][C:1](=[O:30])[N:26]([CH3:23])[N:27]=3)=[N:7]2)=[N:13][CH:14]=1, predict the reactants needed to synthesize it. The reactants are: [CH2:1]([O:3][C:4]([C:6]1[CH:10]=[C:9]([CH3:11])[N:8]([C:12]2[CH:17]=[CH:16][C:15]([Br:18])=[CH:14][N:13]=2)[N:7]=1)=O)C.BrC1C=C[C:23]([NH:26][NH2:27])=NC=1.C(O)(=[O:30])C.O=C(CC(=O)C)C(OCC)=O. (3) Given the product [CH3:5][O:6][C:7]1[CH:8]=[CH:9][C:10]([C:13]2[CH:14]=[CH:15][C:16]([C:19]([OH:21])=[O:3])=[CH:17][CH:18]=2)=[CH:11][CH:12]=1, predict the reactants needed to synthesize it. The reactants are: BrBr.[OH-:3].[Na+].[CH3:5][O:6][C:7]1[CH:12]=[CH:11][C:10]([C:13]2[CH:18]=[CH:17][C:16]([C:19](=[O:21])C)=[CH:15][CH:14]=2)=[CH:9][CH:8]=1. (4) Given the product [OH:23][C:10]1[CH:11]=[C:12]2[C:7](=[CH:8][CH:9]=1)[N:6]=[C:5]([CH2:1][CH:2]([CH3:3])[CH3:4])[C:14]([CH2:15][NH:16][C:34](=[O:35])[O:36][C:37]([CH3:40])([CH3:39])[CH3:38])=[C:13]2[C:17]1[CH:22]=[CH:21][CH:20]=[CH:19][CH:18]=1, predict the reactants needed to synthesize it. The reactants are: [CH2:1]([C:5]1[C:14]([CH2:15][NH2:16])=[C:13]([C:17]2[CH:22]=[CH:21][CH:20]=[CH:19][CH:18]=2)[C:12]2[C:7](=[CH:8][CH:9]=[C:10]([O:23]C)[CH:11]=2)[N:6]=1)[CH:2]([CH3:4])[CH3:3].B(Br)(Br)Br.C(=O)([O-])O.[Na+].[C:34](O[C:34]([O:36][C:37]([CH3:40])([CH3:39])[CH3:38])=[O:35])([O:36][C:37]([CH3:40])([CH3:39])[CH3:38])=[O:35]. (5) Given the product [C:1]([O:5][C:6]([C@@H:8]1[CH2:12][CH2:11][C:10](=[O:13])[N:9]1[C:21]1[C:20]([Cl:19])=[CH:25][C:24]([C:26]([F:29])([F:27])[F:28])=[CH:23][N:22]=1)=[O:7])([CH3:4])([CH3:2])[CH3:3], predict the reactants needed to synthesize it. The reactants are: [C:1]([O:5][C:6]([C@@H:8]1[CH2:12][CH2:11][C:10](=[O:13])[NH:9]1)=[O:7])([CH3:4])([CH3:3])[CH3:2].CN(C)C=O.[Cl:19][C:20]1[C:21](F)=[N:22][CH:23]=[C:24]([C:26]([F:29])([F:28])[F:27])[CH:25]=1. (6) Given the product [Cl:15][C:16]1[CH:24]=[C:23]([S:25](=[O:28])(=[O:27])[NH2:26])[CH:22]=[CH:21][C:17]=1[C:18]([NH:6][C:5]1[CH:7]=[CH:8][C:2]([Cl:1])=[C:3]([C:9]2[CH:14]=[CH:13][CH:12]=[CH:11][N:10]=2)[CH:4]=1)=[O:19], predict the reactants needed to synthesize it. The reactants are: [Cl:1][C:2]1[CH:8]=[CH:7][C:5]([NH2:6])=[CH:4][C:3]=1[C:9]1[CH:14]=[CH:13][CH:12]=[CH:11][N:10]=1.[Cl:15][C:16]1[CH:24]=[C:23]([S:25](=[O:28])(=[O:27])[NH2:26])[CH:22]=[CH:21][C:17]=1[C:18](O)=[O:19].